Dataset: Full USPTO retrosynthesis dataset with 1.9M reactions from patents (1976-2016). Task: Predict the reactants needed to synthesize the given product. (1) Given the product [C:2]1([C:8]2[CH:17]=[CH:16][C:15]3[C:10](=[CH:11][C:12]([CH2:18][OH:19])=[CH:13][CH:14]=3)[N:9]=2)[CH:3]=[CH:4][CH:5]=[CH:6][CH:7]=1, predict the reactants needed to synthesize it. The reactants are: Cl.[C:2]1([C:8]2[CH:17]=[CH:16][C:15]3[C:10](=[CH:11][C:12]([C:18](O)=[O:19])=[CH:13][CH:14]=3)[N:9]=2)[CH:7]=[CH:6][CH:5]=[CH:4][CH:3]=1.[H-].[H-].[H-].[H-].[Li+].[Al+3]. (2) Given the product [CH3:1][O:2][C:3]([C:5]1[C:6]([OH:30])=[C:7]2[C:12](=[C:13]([C:36]3[CH:35]=[N:34][C:33]([O:32][CH3:31])=[CH:38][CH:37]=3)[N:14]=1)[N:11]([CH2:16][C:17]1[CH:22]=[CH:21][CH:20]=[CH:19][CH:18]=1)[C:10](=[O:23])[C:9]([C:24]1[CH:29]=[CH:28][CH:27]=[CH:26][CH:25]=1)=[CH:8]2)=[O:4], predict the reactants needed to synthesize it. The reactants are: [CH3:1][O:2][C:3]([C:5]1[C:6]([OH:30])=[C:7]2[C:12](=[C:13](Br)[N:14]=1)[N:11]([CH2:16][C:17]1[CH:22]=[CH:21][CH:20]=[CH:19][CH:18]=1)[C:10](=[O:23])[C:9]([C:24]1[CH:29]=[CH:28][CH:27]=[CH:26][CH:25]=1)=[CH:8]2)=[O:4].[CH3:31][O:32][C:33]1[CH:38]=[CH:37][C:36]([Sn](CCCC)(CCCC)CCCC)=[CH:35][N:34]=1.CCOC(C)=O.Cl. (3) Given the product [F:26][C:14]([F:13])([F:25])[C:15]1[CH:16]=[C:17]([S:21]([NH:1][C:2]2[S:3][CH:4]=[C:5]([CH2:7][C:8]([O:10][CH2:11][CH3:12])=[O:9])[N:6]=2)(=[O:22])=[O:23])[CH:18]=[CH:19][CH:20]=1, predict the reactants needed to synthesize it. The reactants are: [NH2:1][C:2]1[S:3][CH:4]=[C:5]([CH2:7][C:8]([O:10][CH2:11][CH3:12])=[O:9])[N:6]=1.[F:13][C:14]([F:26])([F:25])[C:15]1[CH:16]=[C:17]([S:21](Cl)(=[O:23])=[O:22])[CH:18]=[CH:19][CH:20]=1. (4) Given the product [Cl:1][C:2]1[CH:3]=[CH:4][C:5]([C:8]2[CH:9]=[N:10][CH:11]=[C:12]3[C:17]=2[N:16]=[C:15]([C:18]([NH2:23])=[O:20])[CH:14]=[CH:13]3)=[CH:6][CH:7]=1, predict the reactants needed to synthesize it. The reactants are: [Cl:1][C:2]1[CH:7]=[CH:6][C:5]([C:8]2[CH:9]=[N:10][CH:11]=[C:12]3[C:17]=2[N:16]=[C:15]([C:18]([OH:20])=O)[CH:14]=[CH:13]3)=[CH:4][CH:3]=1.C(N1C=CN=C1)([N:23]1C=CN=C1)=O.[OH-].[NH4+]. (5) The reactants are: CS(O[CH2:6][CH2:7][CH2:8][CH2:9][C:10]1[C:11]([CH2:25][CH2:26][CH3:27])=[N:12][N:13]([C:15]2[CH:20]=[CH:19][C:18]([C:21]([F:24])([F:23])[F:22])=[CH:17][N:16]=2)[CH:14]=1)(=O)=O.[H-].[Na+].[F:30][C:31]1[CH:36]=[CH:35][C:34]([C:37]2[C:41]([CH2:42][CH2:43][C:44]([O:46]CC)=[O:45])=[CH:40][NH:39][N:38]=2)=[CH:33][CH:32]=1.O. Given the product [F:30][C:31]1[CH:32]=[CH:33][C:34]([C:37]2[C:41]([CH2:42][CH2:43][C:44]([OH:46])=[O:45])=[CH:40][N:39]([CH2:6][CH2:7][CH2:8][CH2:9][C:10]3[C:11]([CH2:25][CH2:26][CH3:27])=[N:12][N:13]([C:15]4[CH:20]=[CH:19][C:18]([C:21]([F:22])([F:23])[F:24])=[CH:17][N:16]=4)[CH:14]=3)[N:38]=2)=[CH:35][CH:36]=1, predict the reactants needed to synthesize it.